This data is from Forward reaction prediction with 1.9M reactions from USPTO patents (1976-2016). The task is: Predict the product of the given reaction. (1) The product is: [CH3:17][C:10]1[NH:18][CH:5]=[CH:6][C:11]=1[C:12]([O:14][CH2:15][CH3:16])=[O:13]. Given the reactants C(O[CH:5]=[CH2:6])(=O)C.BrBr.O=[C:10]([CH3:17])[CH2:11][C:12]([O:14][CH2:15][CH3:16])=[O:13].[NH3:18], predict the reaction product. (2) Given the reactants [C:1]([C:3]1[CH:4]=[C:5]([NH:10][C:11](=[O:16])[CH2:12][CH2:13][CH2:14][CH3:15])[CH:6]=[C:7]([F:9])[CH:8]=1)#[N:2].[F:17][C:18]([F:29])([F:28])[O:19][C:20]1[CH:21]=[C:22]([CH:25]=[CH:26][CH:27]=1)[CH2:23]Br, predict the reaction product. The product is: [C:1]([C:3]1[CH:4]=[C:5]([N:10]([CH2:23][C:22]2[CH:25]=[CH:26][CH:27]=[C:20]([O:19][C:18]([F:17])([F:28])[F:29])[CH:21]=2)[C:11](=[O:16])[CH2:12][CH2:13][CH2:14][CH3:15])[CH:6]=[C:7]([F:9])[CH:8]=1)#[N:2]. (3) Given the reactants [Si:1]([O:8][CH2:9][CH:10]1[CH2:12][N@@:11]1[C:13]([O:15][C:16]([CH3:19])([CH3:18])[CH3:17])=[O:14])([C:4]([CH3:7])([CH3:6])[CH3:5])([CH3:3])[CH3:2].[C:20]1([OH:26])[CH:25]=[CH:24][CH:23]=[CH:22][CH:21]=1.C([O-])([O-])=O.[K+].[K+], predict the reaction product. The product is: [Si:1]([O:8][CH2:9][C@@H:10]([NH:11][C:13](=[O:14])[O:15][C:16]([CH3:17])([CH3:18])[CH3:19])[CH2:12][O:26][C:20]1[CH:25]=[CH:24][CH:23]=[CH:22][CH:21]=1)([C:4]([CH3:5])([CH3:6])[CH3:7])([CH3:2])[CH3:3]. (4) Given the reactants C[O:2][C:3]([C:5]1[CH:6]=[C:7]2[C:13]([C:14](=[O:30])[C:15]3[C:20]([F:21])=[CH:19][CH:18]=[C:17]([NH:22][S:23]([CH2:26][CH2:27][CH3:28])(=[O:25])=[O:24])[C:16]=3[F:29])=[CH:12][NH:11][C:8]2=[N:9][CH:10]=1)=[O:4].O.[OH-].[Li+].Cl, predict the reaction product. The product is: [F:29][C:16]1[C:17]([NH:22][S:23]([CH2:26][CH2:27][CH3:28])(=[O:25])=[O:24])=[CH:18][CH:19]=[C:20]([F:21])[C:15]=1[C:14]([C:13]1[C:7]2[C:8](=[N:9][CH:10]=[C:5]([C:3]([OH:4])=[O:2])[CH:6]=2)[NH:11][CH:12]=1)=[O:30]. (5) The product is: [CH2:31]([O:30][C:29](=[O:38])[NH:28][CH2:27][CH:23]1[CH2:24][CH2:25][CH2:26][N:21]([C:2]2[C:11]3[C:6](=[CH:7][C:8]([CH3:12])=[CH:9][CH:10]=3)[N:5]=[C:4]([C:13]3[CH:18]=[CH:17][CH:16]=[CH:15][C:14]=3[OH:19])[N:3]=2)[CH2:22]1)[C:32]1[CH:37]=[CH:36][CH:35]=[CH:34][CH:33]=1. Given the reactants Cl[C:2]1[C:11]2[C:6](=[CH:7][C:8]([CH3:12])=[CH:9][CH:10]=2)[N:5]=[C:4]([C:13]2[CH:18]=[CH:17][CH:16]=[CH:15][C:14]=2[OH:19])[N:3]=1.Cl.[NH:21]1[CH2:26][CH2:25][CH2:24][CH:23]([CH2:27][NH:28][C:29](=[O:38])[O:30][CH2:31][C:32]2[CH:37]=[CH:36][CH:35]=[CH:34][CH:33]=2)[CH2:22]1.C(N(CC)CC)C, predict the reaction product.